This data is from Catalyst prediction with 721,799 reactions and 888 catalyst types from USPTO. The task is: Predict which catalyst facilitates the given reaction. (1) Reactant: [Br:1][CH2:2][CH2:3][C:4]#[C:5][C:6]1[CH:11]=[CH:10][C:9]([CH2:12][CH2:13][CH2:14][CH3:15])=[CH:8][CH:7]=1.[N:16]1[CH:21]=[CH:20][C:19]([CH3:22])=[CH:18][CH:17]=1. Product: [Br-:1].[CH2:12]([C:9]1[CH:10]=[CH:11][C:6]([C:5]#[C:4][CH2:3][CH2:2][N+:16]2[CH:21]=[CH:20][C:19]([CH3:22])=[CH:18][CH:17]=2)=[CH:7][CH:8]=1)[CH2:13][CH2:14][CH3:15]. The catalyst class is: 10. (2) The catalyst class is: 44. Reactant: Cl[C:2]1[C:3]2[CH:16]=[CH:15][CH:14]=[CH:13][C:4]=2[NH:5][C:6]2[N:12]=[CH:11][CH:10]=[CH:9][C:7]=2[N:8]=1.[OH:17][CH2:18][C:19]1[CH:28]=[CH:27][C:22]([C:23]([NH:25][NH2:26])=O)=[CH:21][CH:20]=1.C(N(CC)CC)C. Product: [N:26]1[N:25]=[C:23]([C:22]2[CH:27]=[CH:28][C:19]([CH2:18][OH:17])=[CH:20][CH:21]=2)[N:8]2[C:2]=1[C:3]1[CH:16]=[CH:15][CH:14]=[CH:13][C:4]=1[NH:5][C:6]1[N:12]=[CH:11][CH:10]=[CH:9][C:7]2=1.